Task: Predict the reaction yield, written as a fraction of the theoretical maximum amount of product (1.0 means a 100% yield; for example, 0.34 means a 34% yield).. Dataset: Reaction yield outcomes from USPTO patents with 853,638 reactions (1) The reactants are C(=O)([O-])[O-].[K+].[K+].[C:7]([O:11][C:12](=[O:21])[NH:13][C:14]1[CH:19]=[CH:18][CH:17]=[C:16]([NH2:20])[CH:15]=1)([CH3:10])([CH3:9])[CH3:8].Br[CH2:23][CH2:24][CH2:25][CH2:26][CH2:27][C:28]1[CH:33]=[CH:32][CH:31]=[CH:30][CH:29]=1.[I-].[K+]. The catalyst is CN1CCCC1=O. The product is [C:7]([O:11][C:12](=[O:21])[NH:13][C:14]1[CH:19]=[CH:18][CH:17]=[C:16]([NH:20][CH2:23][CH2:24][CH2:25][CH2:26][CH2:27][C:28]2[CH:33]=[CH:32][CH:31]=[CH:30][CH:29]=2)[CH:15]=1)([CH3:10])([CH3:8])[CH3:9]. The yield is 0.780. (2) The reactants are [NH2:1][C:2]1[C:7]([Cl:8])=[N:6][CH:5]=[CH:4][N:3]=1.[CH3:9][O:10][C:11]1[CH:12]=[C:13]([CH:18]=[CH:19][CH:20]=1)[C:14](=O)[CH2:15]Br. The catalyst is O1CCOCC1. The product is [Cl:8][C:7]1[C:2]2[N:3]([CH:15]=[C:14]([C:13]3[CH:18]=[CH:19][CH:20]=[C:11]([O:10][CH3:9])[CH:12]=3)[N:1]=2)[CH:4]=[CH:5][N:6]=1. The yield is 0.190. (3) The reactants are Cl.[Cl:2][C:3]1[CH:8]=[CH:7][C:6]([NH:9][NH2:10])=[CH:5][CH:4]=1.[CH3:11][C:12]([CH3:19])([CH3:18])[C:13](=O)[CH2:14][C:15]#[N:16]. No catalyst specified. The product is [C:12]([C:13]1[CH:14]=[C:15]([NH2:16])[N:9]([C:6]2[CH:7]=[CH:8][C:3]([Cl:2])=[CH:4][CH:5]=2)[N:10]=1)([CH3:19])([CH3:18])[CH3:11]. The yield is 0.330. (4) The reactants are [CH2:1]([N:8]1[CH:16]=[C:15]2[C:10]([CH:11]=[C:12]([C:17]3[CH:18]=[C:19]([CH:27]4[CH2:31][CH2:30][NH:29][CH2:28]4)[N:20]4[C:25]=3[C:24]([NH2:26])=[N:23][CH:22]=[N:21]4)[CH:13]=[CH:14]2)=[N:9]1)[C:2]1[CH:7]=[CH:6][CH:5]=[CH:4][CH:3]=1.[CH3:32][N:33]([CH3:37])[C:34](Cl)=[O:35]. No catalyst specified. The product is [NH2:26][C:24]1[C:25]2=[C:17]([C:12]3[CH:13]=[CH:14][C:15]4[C:10]([CH:11]=3)=[N:9][N:8]([CH2:1][C:2]3[CH:3]=[CH:4][CH:5]=[CH:6][CH:7]=3)[CH:16]=4)[CH:18]=[C:19]([CH:27]3[CH2:31][CH2:30][N:29]([C:34]([N:33]([CH3:37])[CH3:32])=[O:35])[CH2:28]3)[N:20]2[N:21]=[CH:22][N:23]=1. The yield is 0.340. (5) The catalyst is [Pd].C(O)C. The yield is 0.590. The product is [CH3:1][O:2][C:3](=[O:25])[C:4]1[CH:9]=[C:8]([C:10]2[CH:11]=[CH:12][C:13]([Cl:16])=[CH:14][CH:15]=2)[C:7]([CH2:17][CH2:18][C:19]2[CH:24]=[CH:23][CH:22]=[CH:21][N:20]=2)=[N:6][CH:5]=1. The reactants are [CH3:1][O:2][C:3](=[O:25])[C:4]1[CH:9]=[C:8]([C:10]2[CH:15]=[CH:14][C:13]([Cl:16])=[CH:12][CH:11]=2)[C:7]([C:17]#[C:18][C:19]2[CH:24]=[CH:23][CH:22]=[CH:21][N:20]=2)=[N:6][CH:5]=1. (6) The reactants are Cl.[NH2:2][C:3]([NH2:5])=[NH:4].CC([O-])(C)C.[K+].[N+:12]([C:15]1[CH:20]=[CH:19][CH:18]=[CH:17][CH:16]=1)([O-])=O. The product is [NH2:4][C:3]1[N:5]=[N:12][C:15]2[CH:20]=[CH:19][CH:18]=[CH:17][C:16]=2[N:2]=1. The yield is 0.720. The catalyst is CS(C)=O. (7) The reactants are [CH3:1][N:2]1[CH2:7][CH2:6][N:5]([C:8]([O:10][C@@H:11]2[N:20]([C:21]3[CH:22]=[CH:23][C:24]([Cl:27])=[CH:25][N:26]=3)[C:18](=[O:19])[C:13]3[N:14]=[CH:15][CH:16]=[N:17][C:12]2=3)=[O:9])[CH2:4][CH2:3]1.[C:28]1([S:34]([OH:37])(=[O:36])=[O:35])[CH:33]=[CH:32][CH:31]=[CH:30][CH:29]=1. The catalyst is C(O)C. The product is [CH3:1][N:2]1[CH2:7][CH2:6][N:5]([C:8]([O:10][C@@H:11]2[N:20]([C:21]3[CH:22]=[CH:23][C:24]([Cl:27])=[CH:25][N:26]=3)[C:18](=[O:19])[C:13]3[N:14]=[CH:15][CH:16]=[N:17][C:12]2=3)=[O:9])[CH2:4][CH2:3]1.[S:34]([C:28]1[CH:33]=[CH:32][CH:31]=[CH:30][CH:29]=1)([O-:37])(=[O:36])=[O:35]. The yield is 0.520.